Task: Predict the reaction yield, written as a fraction of the theoretical maximum amount of product (1.0 means a 100% yield; for example, 0.34 means a 34% yield).. Dataset: Reaction yield outcomes from USPTO patents with 853,638 reactions (1) The reactants are I[CH2:2][CH2:3][C:4]([F:7])([F:6])[F:5].[CH2:8]([NH:15][C:16](=[O:38])[N:17]([C:19]1[CH:20]=[C:21]([C:25]2[CH:30]=[CH:29][C:28]([CH2:31][CH2:32][C:33]([O:35][CH3:36])=[O:34])=[CH:27][C:26]=2[OH:37])[CH:22]=[CH:23][CH:24]=1)[CH3:18])[CH2:9][CH2:10][CH2:11][CH2:12][CH2:13][CH3:14].C(=O)([O-])[O-].[K+].[K+]. The catalyst is C(C(C)=O)C. The product is [CH2:8]([NH:15][C:16](=[O:38])[N:17]([C:19]1[CH:20]=[C:21]([C:25]2[CH:30]=[CH:29][C:28]([CH2:31][CH2:32][C:33]([O:35][CH3:36])=[O:34])=[CH:27][C:26]=2[O:37][CH2:2][CH2:3][C:4]([F:7])([F:6])[F:5])[CH:22]=[CH:23][CH:24]=1)[CH3:18])[CH2:9][CH2:10][CH2:11][CH2:12][CH2:13][CH3:14]. The yield is 0.0800. (2) The reactants are [Cl-].O[NH3+:3].[C:4](=[O:7])([O-])[OH:5].[Na+].CS(C)=O.[CH:13]1([CH2:16][O:17][C:18]2[N:23]=[CH:22][C:21]([C:24]3[C:29](=[O:30])[N:28]([CH2:31][C:32]4[CH:37]=[CH:36][C:35]([C:38]5[C:39]([C:44]#[N:45])=[CH:40][CH:41]=[CH:42][CH:43]=5)=[CH:34][CH:33]=4)[C:27]([CH2:46][CH2:47][CH3:48])=[N:26][C:25]=3[CH2:49][CH3:50])=[CH:20][CH:19]=2)[CH2:15][CH2:14]1. The product is [CH:13]1([CH2:16][O:17][C:18]2[N:23]=[CH:22][C:21]([C:24]3[C:29](=[O:30])[N:28]([CH2:31][C:32]4[CH:37]=[CH:36][C:35]([C:38]5[CH:43]=[CH:42][CH:41]=[CH:40][C:39]=5[C:44]5[NH:3][C:4](=[O:7])[O:5][N:45]=5)=[CH:34][CH:33]=4)[C:27]([CH2:46][CH2:47][CH3:48])=[N:26][C:25]=3[CH2:49][CH3:50])=[CH:20][CH:19]=2)[CH2:15][CH2:14]1. The catalyst is C(OCC)(=O)C. The yield is 0.570. (3) The reactants are [CH2:1]([N:8]1[C:12]2([CH2:16][CH2:15][NH:14][CH2:13]2)[CH2:11][CH2:10][CH2:9]1)[C:2]1[CH:7]=[CH:6][CH:5]=[CH:4][CH:3]=1.Br[C:18]1[CH:19]=[N:20][CH:21]=[C:22]([O:24][CH2:25][CH3:26])[CH:23]=1.CC(C)([O-])C.[K+]. The catalyst is C1(C)C=CC=CC=1.C1C=CC(/C=C/C(/C=C/C2C=CC=CC=2)=O)=CC=1.C1C=CC(/C=C/C(/C=C/C2C=CC=CC=2)=O)=CC=1.C1C=CC(/C=C/C(/C=C/C2C=CC=CC=2)=O)=CC=1.[Pd].[Pd].C1(P(C2C=CC=CC=2)C2C=CC3C(=CC=CC=3)C=2C2C3C(=CC=CC=3)C=CC=2P(C2C=CC=CC=2)C2C=CC=CC=2)C=CC=CC=1. The product is [CH2:1]([N:8]1[C:12]2([CH2:16][CH2:15][N:14]([C:18]3[CH:19]=[N:20][CH:21]=[C:22]([O:24][CH2:25][CH3:26])[CH:23]=3)[CH2:13]2)[CH2:11][CH2:10][CH2:9]1)[C:2]1[CH:3]=[CH:4][CH:5]=[CH:6][CH:7]=1. The yield is 0.690. (4) The catalyst is O. The yield is 0.710. The product is [C:1]1([CH2:7][CH:8]([O:13][C:14]2[CH:23]=[CH:22][C:21]3[C:16](=[CH:17][CH:18]=[C:19]([C:24]4[N:25]([CH2:35][C:36]5[CH:37]=[CH:38][C:39]([C:42]([F:45])([F:43])[F:44])=[CH:40][CH:41]=5)[C:26]([C:29]5[CH:34]=[CH:33][CH:32]=[CH:31][CH:30]=5)=[CH:27][CH:28]=4)[CH:20]=3)[CH:15]=2)[C:9]([OH:11])=[O:10])[CH:6]=[CH:5][CH:4]=[CH:3][CH:2]=1. The reactants are [C:1]1([CH2:7][CH:8]([O:13][C:14]2[CH:23]=[CH:22][C:21]3[C:16](=[CH:17][CH:18]=[C:19]([C:24]4[N:25]([CH2:35][C:36]5[CH:41]=[CH:40][C:39]([C:42]([F:45])([F:44])[F:43])=[CH:38][CH:37]=5)[C:26]([C:29]5[CH:34]=[CH:33][CH:32]=[CH:31][CH:30]=5)=[CH:27][CH:28]=4)[CH:20]=3)[CH:15]=2)[C:9]([O:11]C)=[O:10])[CH:6]=[CH:5][CH:4]=[CH:3][CH:2]=1.[OH-].[Na+].C1COCC1.CO.